Dataset: Reaction yield outcomes from USPTO patents with 853,638 reactions. Task: Predict the reaction yield, written as a fraction of the theoretical maximum amount of product (1.0 means a 100% yield; for example, 0.34 means a 34% yield). (1) The reactants are [Na].[CH3:2][O-].[Na+].C(O[C:8](=[O:24])[C:9]1[CH:14]=[CH:13][CH:12]=[C:11](OCCN2CCOCC2)[CH:10]=1)C.F[C:26](F)(F)[C:27]([OH:29])=O.[CH:32]1([NH:35][C:36](=[O:46])[C:37]2[CH:42]=[CH:41][C:40]([CH3:43])=[C:39]([NH:44][NH2:45])[CH:38]=2)[CH2:34][CH2:33]1.[CH:47]([N:50](C(C)C)CC)(C)C. The catalyst is O1CCOCC1.CO. The product is [NH2:50][C:47]1[N:44]([C:39]2[CH:38]=[C:37]([CH:42]=[CH:41][C:40]=2[CH3:43])[C:36]([NH:35][CH:32]2[CH2:34][CH2:33]2)=[O:46])[N:45]=[C:27]([O:29][CH3:2])[C:26]=1[C:8](=[O:24])[C:9]1[CH:10]=[CH:11][CH:12]=[CH:13][CH:14]=1. The yield is 0.190. (2) The reactants are [CH3:1][C:2]1[N:3]=[CH:4][C:5]([C:8](=O)[CH2:9][C:10](=O)[C:11]([O:13][CH3:14])=[O:12])=[N:6][CH:7]=1.[Cl:17][C:18]1[N:19]=[N:20][C:21]([NH:24][NH2:25])=[CH:22][CH:23]=1. No catalyst specified. The product is [Cl:17][C:18]1[N:19]=[N:20][C:21]([N:24]2[C:8]([C:5]3[CH:4]=[N:3][C:2]([CH3:1])=[CH:7][N:6]=3)=[CH:9][C:10]([C:11]([O:13][CH3:14])=[O:12])=[N:25]2)=[CH:22][CH:23]=1. The yield is 0.560. (3) The reactants are [F:1][C:2]([F:23])([F:22])[C:3]1[CH:4]=[C:5]([C:9]2[N:10]=[C:11]([CH2:14][N:15]3[CH:19]=[C:18]([C:20]#[N:21])[CH:17]=[N:16]3)[S:12][CH:13]=2)[CH:6]=[CH:7][CH:8]=1.[Cl-].O[NH3+].[C:27](=[O:30])([O-])[OH:28].[Na+].C(N1C=CN=C1)([N:34]1C=CN=C1)=O.N12CCCN=C1CCCCC2. The catalyst is CS(C)=O.O.O1CCCC1. The product is [F:23][C:2]([F:1])([F:22])[C:3]1[CH:4]=[C:5]([C:9]2[N:10]=[C:11]([CH2:14][N:15]3[CH:19]=[C:18]([C:20]4[NH:34][C:27](=[O:30])[O:28][N:21]=4)[CH:17]=[N:16]3)[S:12][CH:13]=2)[CH:6]=[CH:7][CH:8]=1. The yield is 0.720. (4) The reactants are C(OC(=O)[NH:7][CH2:8][CH2:9][CH2:10][C:11]1([C:29]2[CH:34]=[CH:33][CH:32]=[CH:31][CH:30]=2)[N:15]([C:16](=[O:20])[CH:17]([CH3:19])[CH3:18])[N:14]=[C:13]([C:21]2[CH:26]=[C:25]([F:27])[CH:24]=[CH:23][C:22]=2[F:28])[O:12]1)(C)(C)C.C(O)(C(F)(F)F)=O. The catalyst is C(Cl)Cl. The product is [NH2:7][CH2:8][CH2:9][CH2:10][C:11]1([C:29]2[CH:34]=[CH:33][CH:32]=[CH:31][CH:30]=2)[N:15]([C:16](=[O:20])[CH:17]([CH3:19])[CH3:18])[N:14]=[C:13]([C:21]2[CH:26]=[C:25]([F:27])[CH:24]=[CH:23][C:22]=2[F:28])[O:12]1. The yield is 0.530. (5) The reactants are O1CCCOB1[C:7]1[CH:14]=[CH:13][CH:12]=[CH:11][C:8]=1[C:9]#[N:10].Br[C:16]1[CH:22]=[C:21]([CH2:23][CH2:24][CH2:25][CH2:26][CH2:27][CH3:28])[CH:20]=[CH:19][C:17]=1[NH2:18].C(=O)([O-])[O-].[K+].[K+].CCO. The catalyst is C1(C)C=CC=CC=1.[Pd].C1(P(C2C=CC=CC=2)C2C=CC=CC=2)C=CC=CC=1.C1(P(C2C=CC=CC=2)C2C=CC=CC=2)C=CC=CC=1.C1(P(C2C=CC=CC=2)C2C=CC=CC=2)C=CC=CC=1.C1(P(C2C=CC=CC=2)C2C=CC=CC=2)C=CC=CC=1. The product is [CH2:23]([C:21]1[CH:22]=[CH:16][C:17]2[C:19](=[C:7]3[C:8](=[C:9]([NH2:10])[N:18]=2)[CH:11]=[CH:12][CH:13]=[CH:14]3)[CH:20]=1)[CH2:24][CH2:25][CH2:26][CH2:27][CH3:28]. The yield is 0.398.